Dataset: Catalyst prediction with 721,799 reactions and 888 catalyst types from USPTO. Task: Predict which catalyst facilitates the given reaction. (1) Reactant: [C:1]([O:4][C:5]1[CH:6]=[CH:7][C:8]2[C:9]3[S:18][C:17]([CH2:19][CH2:20][CH3:21])=[N:16][C:10]=3[C:11]([NH2:15])=[N:12][C:13]=2[CH:14]=1)(=O)[CH3:2].C(=O)([O-])[O-].[Cs+].[Cs+].CN(C=O)C.ClC[C:35]1[C:36](C)=[N:37][O:38][C:39]=1[CH3:40]. Product: [CH3:35][C:36]1[C:2]([CH2:1][O:4][C:5]2[CH:6]=[CH:7][C:8]3[C:9]4[S:18][C:17]([CH2:19][CH2:20][CH3:21])=[N:16][C:10]=4[C:11]([NH2:15])=[N:12][C:13]=3[CH:14]=2)=[C:39]([CH3:40])[O:38][N:37]=1. The catalyst class is: 4. (2) Reactant: C([O:14][C:15]([C:17]1([O:20]/[N:21]=[C:22](/[C:71]2[N:72]=[C:73]([NH:76]C(OC(C)(C)C)=O)[S:74][CH:75]=2)\[C:23]([NH:25][C@@H:26]2[C:29](=[O:30])[N:28]([S:31]([OH:34])(=[O:33])=[O:32])[C@@H:27]2[CH2:35][N:36]2[N:40]=[C:39]([CH2:41][N:42]([CH2:60][CH2:61][CH2:62][NH:63]C(OC(C)(C)C)=O)[C:43]([NH:52]C(OC(C)(C)C)=O)=[N:44]C(OC(C)(C)C)=O)[CH:38]=[N:37]2)=[O:24])[CH2:19][CH2:18]1)=[O:16])(C1C=CC=CC=1)C1C=CC=CC=1.C(O)(C(F)(F)F)=O. Product: [NH2:63][CH2:62][CH2:61][CH2:60][N:42]([CH2:41][C:39]1[CH:38]=[N:37][N:36]([CH2:35][C@@H:27]2[C@H:26]([NH:25][C:23](=[O:24])/[C:22](=[N:21]\[O:20][C:17]3([C:15]([OH:16])=[O:14])[CH2:19][CH2:18]3)/[C:71]3[N:72]=[C:73]([NH2:76])[S:74][CH:75]=3)[C:29](=[O:30])[N:28]2[S:31]([OH:34])(=[O:32])=[O:33])[N:40]=1)[C:43]([NH2:52])=[NH:44]. The catalyst class is: 2. (3) Product: [C:40]([S:42][CH:19]1[CH2:18][CH2:17][N:16]([C:21]([C:28]2[CH:33]=[CH:32][CH:31]=[CH:30][CH:29]=2)([C:22]2[CH:27]=[CH:26][CH:25]=[CH:24][CH:23]=2)[C:34]2[CH:35]=[CH:36][CH:37]=[CH:38][CH:39]=2)[CH2:15]/[C:14]/1=[CH:13]\[C:9]1[N:8]([C:6]([O:5][C:1]([CH3:3])([CH3:2])[CH3:4])=[O:7])[CH:12]=[CH:11][N:10]=1)(=[O:43])[CH3:41]. The catalyst class is: 11. Reactant: [C:1]([O:5][C:6]([N:8]1[CH:12]=[CH:11][N:10]=[C:9]1/[CH:13]=[C:14]1\[CH2:15][N:16]([C:21]([C:34]2[CH:39]=[CH:38][CH:37]=[CH:36][CH:35]=2)([C:28]2[CH:33]=[CH:32][CH:31]=[CH:30][CH:29]=2)[C:22]2[CH:27]=[CH:26][CH:25]=[CH:24][CH:23]=2)[CH2:17][CH2:18][CH:19]\1O)=[O:7])([CH3:4])([CH3:3])[CH3:2].[C:40]([OH:43])(=[S:42])[CH3:41].C(OC(OCC(C)(C)C)N(C)C)C(C)(C)C.O. (4) Reactant: [OH:1][C:2]1[CH:7]=[C:6]([Cl:8])[N:5]=[N:4][C:3]=1Cl.[CH:10]1([C:13]2[CH:18]=[CH:17][CH:16]=[C:15]([CH3:19])[C:14]=2[OH:20])[CH2:12][CH2:11]1.S1(CCCC1)(=O)=O.[OH-].[K+].Cl. Product: [Cl:8][C:6]1[N:5]=[N:4][C:3]([O:20][C:14]2[C:15]([CH3:19])=[CH:16][CH:17]=[CH:18][C:13]=2[CH:10]2[CH2:11][CH2:12]2)=[C:2]([OH:1])[CH:7]=1. The catalyst class is: 5. (5) Reactant: C[O:2][C:3](=O)[CH:4]([CH:21]1[CH2:26][CH2:25][CH2:24][CH2:23][CH2:22]1)[C:5]([C:7]1[CH:12]=[CH:11][C:10]([O:13][CH2:14][C:15]2[CH:20]=[CH:19][CH:18]=[CH:17][CH:16]=2)=[CH:9][CH:8]=1)=O.[NH2:28][C:29]1[NH:33][N:32]=[C:31]([C:34]([NH2:36])=[O:35])[CH:30]=1.O.C1(C)C=CC(S(O)(=O)=O)=CC=1. Product: [CH2:14]([O:13][C:10]1[CH:9]=[CH:8][C:7]([C:5]2[NH:28][C:29]3[N:33]([N:32]=[C:31]([C:34]([NH2:36])=[O:35])[CH:30]=3)[C:3](=[O:2])[C:4]=2[CH:21]2[CH2:26][CH2:25][CH2:24][CH2:23][CH2:22]2)=[CH:12][CH:11]=1)[C:15]1[CH:16]=[CH:17][CH:18]=[CH:19][CH:20]=1. The catalyst class is: 11. (6) Reactant: [Cl:1][C:2]1[CH:3]=[C:4]([CH:20]=[CH:21][CH:22]=1)[CH2:5][O:6][C:7]1[CH:16]=[C:15]2[C:10]([CH:11]=[C:12]([C:17](O)=[O:18])[CH:13]=[N:14]2)=[CH:9][CH:8]=1.C(Cl)(=O)C(Cl)=O.[CH3:29][NH2:30]. Product: [Cl:1][C:2]1[CH:3]=[C:4]([CH:20]=[CH:21][CH:22]=1)[CH2:5][O:6][C:7]1[CH:16]=[C:15]2[C:10]([CH:11]=[C:12]([C:17]([NH:30][CH3:29])=[O:18])[CH:13]=[N:14]2)=[CH:9][CH:8]=1. The catalyst class is: 59.